Task: Predict the reactants needed to synthesize the given product.. Dataset: Full USPTO retrosynthesis dataset with 1.9M reactions from patents (1976-2016) (1) The reactants are: [NH2:1][C:2]1[N:7]=[CH:6][C:5]([C:8]2[CH:9]=[C:10]([NH2:19])[C:11]([NH:14][C:15]([CH3:18])([CH3:17])[CH3:16])=[CH:12][CH:13]=2)=[CH:4][N:3]=1.[Cl:20][C:21]1[CH:28]=[CH:27][C:24]([CH:25]=O)=[C:23]([C:29]2[O:33][N:32]=[C:31]([CH3:34])[N:30]=2)[CH:22]=1.OOS([O-])=O.[K+]. Given the product [C:15]([N:14]1[C:11]2[CH:12]=[CH:13][C:8]([C:5]3[CH:4]=[N:3][C:2]([NH2:1])=[N:7][CH:6]=3)=[CH:9][C:10]=2[N:19]=[C:25]1[C:24]1[CH:27]=[CH:28][C:21]([Cl:20])=[CH:22][C:23]=1[C:29]1[O:33][N:32]=[C:31]([CH3:34])[N:30]=1)([CH3:16])([CH3:18])[CH3:17], predict the reactants needed to synthesize it. (2) The reactants are: [Cl:1][C:2]1[CH:23]=[C:22]([O:24][CH2:25][CH:26]=[C:27]([Cl:29])[Cl:28])[CH:21]=[C:20]([Cl:30])[C:3]=1[O:4][CH2:5][CH2:6][CH2:7][O:8][C:9]1[CH:14]=[CH:13][C:12]([C:15](=O)[CH2:16][O:17][CH3:18])=[CH:11][CH:10]=1.Cl.[CH3:32][O:33][NH2:34].C([O-])(=O)C.[Na+].O. Given the product [CH3:32][O:33][N:34]=[C:15]([C:12]1[CH:13]=[CH:14][C:9]([O:8][CH2:7][CH2:6][CH2:5][O:4][C:3]2[C:2]([Cl:1])=[CH:23][C:22]([O:24][CH2:25][CH:26]=[C:27]([Cl:29])[Cl:28])=[CH:21][C:20]=2[Cl:30])=[CH:10][CH:11]=1)[CH2:16][O:17][CH3:18], predict the reactants needed to synthesize it.